From a dataset of Full USPTO retrosynthesis dataset with 1.9M reactions from patents (1976-2016). Predict the reactants needed to synthesize the given product. (1) Given the product [CH3:16][N:14]([CH3:15])[C:12]1[C:11]([C:17]([F:18])([F:19])[F:20])=[CH:10][C:9]2[NH:21][C:22](=[O:40])[CH2:23][C:24]([C:26]3[CH:31]=[CH:30][CH:29]=[C:28]([C:32]4[N:33]=[N:34][C:35]([O:38][CH3:39])=[CH:36][CH:37]=4)[CH:27]=3)=[N:7][C:8]=2[CH:13]=1, predict the reactants needed to synthesize it. The reactants are: C(OC(=O)[NH:7][C:8]1[CH:13]=[C:12]([N:14]([CH3:16])[CH3:15])[C:11]([C:17]([F:20])([F:19])[F:18])=[CH:10][C:9]=1[NH:21][C:22](=[O:40])[CH2:23][C:24]([C:26]1[CH:31]=[CH:30][CH:29]=[C:28]([C:32]2[N:33]=[N:34][C:35]([O:38][CH3:39])=[CH:36][CH:37]=2)[CH:27]=1)=O)(C)(C)C.C(O)(C(F)(F)F)=O. (2) Given the product [C:1]([CH:9]1[CH2:13][N:12]([C:14]2[CH:19]=[CH:18][C:17]([OH:20])=[C:16]([F:22])[CH:15]=2)[C:11](=[O:23])[CH2:10]1)(=[O:8])[C:2]1[CH:3]=[CH:4][CH:5]=[CH:6][CH:7]=1, predict the reactants needed to synthesize it. The reactants are: [C:1]([CH:9]1[CH2:13][N:12]([C:14]2[CH:19]=[CH:18][C:17]([O:20]C)=[C:16]([F:22])[CH:15]=2)[C:11](=[O:23])[CH2:10]1)(=[O:8])[C:2]1[CH:7]=[CH:6][CH:5]=[CH:4][CH:3]=1. (3) The reactants are: [F:1][C:2]1[CH:7]=[CH:6][CH:5]=[C:4]([N+]([O-])=O)[C:3]=1[C:11]1[S:12][C:13]2[CH:14]=[N:15][CH:16]=[C:17]([F:20])[C:18]=2[N:19]=1.FC1C=CC=C([N+]([O-])=O)C=1C([Cl:34])=[N:25][C:26]1[C:31](F)=[CH:30][N:29]=[CH:28][C:27]=1F.[NH2:42][C:43](N)=S.[N:46]1C=CC=CC=1.CCN(CC)CC. Given the product [ClH:34].[F:1][C:2]1[C:3]([C:11]2[S:12][C:13]3[C:14]([NH:46][C:30]4[CH:31]=[C:26]([CH3:27])[N:25]=[CH:28][N:29]=4)=[N:15][CH:16]=[C:17]([F:20])[C:18]=3[N:19]=2)=[C:4]([CH:5]=[CH:6][CH:7]=1)[C:43]#[N:42], predict the reactants needed to synthesize it. (4) Given the product [CH2:1]([N:3]1[CH:7]([CH2:8][OH:9])[CH2:6][CH:5]([CH2:29][C:30]2[CH:35]=[CH:34][CH:33]=[CH:32][CH:31]=2)[C:4]1=[O:36])[CH3:2], predict the reactants needed to synthesize it. The reactants are: [CH2:1]([N:3]1[CH:7]([CH2:8][O:9]C(C2C=CC=CC=2)(C2C=CC=CC=2)C2C=CC=CC=2)[CH2:6][CH:5]([CH2:29][C:30]2[CH:35]=[CH:34][CH:33]=[CH:32][CH:31]=2)[C:4]1=[O:36])[CH3:2]. (5) Given the product [Cl:1][C:2]1[C:3]([C:18]([NH:23][C:26]2[CH:27]=[CH:4][CH:3]=[CH:2][CH:7]=2)=[O:19])=[CH:4][C:5]2[N:6]([C:8]([S:14](=[O:15])(=[O:16])[NH:33][C:34]3[CH:39]=[CH:38][CH:37]=[CH:36][CH:35]=3)=[C:9]([CH:11]([CH3:12])[CH3:13])[N:10]=2)[CH:7]=1, predict the reactants needed to synthesize it. The reactants are: [Cl:1][C:2]1[C:3]([C:18](O)=[O:19])=[CH:4][C:5]2[N:6]([C:8]([S:14](O)(=[O:16])=[O:15])=[C:9]([CH:11]([CH3:13])[CH3:12])[N:10]=2)[CH:7]=1.C([N:23]([CH2:26][CH3:27])CC)C.P(Cl)(Cl)(Cl)=O.[NH2:33][C:34]1[CH:39]=[CH:38][CH:37]=[CH:36][CH:35]=1.C(=O)([O-])O.[Na+].